From a dataset of Reaction yield outcomes from USPTO patents with 853,638 reactions. Predict the reaction yield, written as a fraction of the theoretical maximum amount of product (1.0 means a 100% yield; for example, 0.34 means a 34% yield). The reactants are [CH3:1][O:2][C:3]1[C:4]([CH2:13][CH2:14][C:15]2[CH:19]=[CH:18][S:17][CH:16]=2)=[C:5]([CH2:9][CH2:10][C:11]#N)[CH:6]=[CH:7][CH:8]=1.[OH-:20].[Na+].[OH2:22]. The catalyst is CCO. The product is [CH3:1][O:2][C:3]1[C:4]([CH2:13][CH2:14][C:15]2[CH:19]=[CH:18][S:17][CH:16]=2)=[C:5]([CH2:9][CH2:10][C:11]([OH:22])=[O:20])[CH:6]=[CH:7][CH:8]=1. The yield is 0.780.